Dataset: Reaction yield outcomes from USPTO patents with 853,638 reactions. Task: Predict the reaction yield, written as a fraction of the theoretical maximum amount of product (1.0 means a 100% yield; for example, 0.34 means a 34% yield). The reactants are [CH3:1][O:2][C:3]1[CH:4]=[C:5]2[C:9](=[CH:10][CH:11]=1)[C:8](=O)[CH:7]([C:13]([O:15][CH3:16])=[O:14])[CH2:6]2. The catalyst is C(O)(=O)C.Cl(O)(=O)(=O)=O. The product is [CH3:1][O:2][C:3]1[CH:4]=[C:5]2[C:9](=[CH:10][CH:11]=1)[CH2:8][CH:7]([C:13]([O:15][CH3:16])=[O:14])[CH2:6]2. The yield is 0.460.